The task is: Predict the reactants needed to synthesize the given product.. This data is from Full USPTO retrosynthesis dataset with 1.9M reactions from patents (1976-2016). Given the product [Cl:1][C:2]1[C:7]([O:8][C:9]2[CH:14]=[CH:13][C:12]([C:15]([F:18])([F:16])[F:17])=[CH:11][CH:10]=2)=[CH:6][C:5]2[NH:19][C:12]([C:15]([F:18])([F:17])[F:16])=[N:20][C:4]=2[CH:3]=1, predict the reactants needed to synthesize it. The reactants are: [Cl:1][C:2]1[CH:3]=[C:4]([NH2:20])[C:5]([NH2:19])=[CH:6][C:7]=1[O:8][C:9]1[CH:14]=[CH:13][C:12]([C:15]([F:18])([F:17])[F:16])=[CH:11][CH:10]=1.O.C(=O)(O)[O-].[Na+].